Dataset: Catalyst prediction with 721,799 reactions and 888 catalyst types from USPTO. Task: Predict which catalyst facilitates the given reaction. (1) Reactant: [Si:1]([O:8][C@H:9]([C:26]1[CH:31]=[CH:30][C:29]([O:32]CC2C=CC=CC=2)=[C:28]([CH2:40][OH:41])[CH:27]=1)[CH2:10][NH:11][C@H:12]([CH3:25])[CH2:13][C:14]1[CH:15]=[C:16]([CH2:20][C:21]([O:23][CH3:24])=[O:22])[CH:17]=[CH:18][CH:19]=1)([C:4]([CH3:7])([CH3:6])[CH3:5])([CH3:3])[CH3:2]. Product: [NH3:11].[Si:1]([O:8][C@H:9]([C:26]1[CH:31]=[CH:30][C:29]([OH:32])=[C:28]([CH2:40][OH:41])[CH:27]=1)[CH2:10][NH:11][C@H:12]([CH3:25])[CH2:13][C:14]1[CH:15]=[C:16]([CH2:20][C:21]([O:23][CH3:24])=[O:22])[CH:17]=[CH:18][CH:19]=1)([C:4]([CH3:7])([CH3:5])[CH3:6])([CH3:3])[CH3:2]. The catalyst class is: 63. (2) Reactant: [CH3:1][CH:2]([CH2:4][C@H:5]([NH:20][C:21]([C@@H:23]([NH:28]C(OC(C)(C)C)=O)[CH2:24][CH2:25][S:26][CH3:27])=[O:22])[C:6]([NH:8][C@H:9]([C:17]([OH:19])=O)[CH2:10][C:11]1[CH:16]=[CH:15][CH:14]=[CH:13][CH:12]=1)=[O:7])[CH3:3].[NH2:36][CH2:37][CH2:38][C:39]([O:41][CH3:42])=[O:40].[C:43]([OH:49])([C:45]([F:48])([F:47])[F:46])=[O:44]. Product: [NH2:28][C@H:23]([C:21]([NH:20][C@H:5]([C:6]([NH:8][C@H:9]([C:17]([NH:36][CH2:37][CH2:38][C:39]([O:41][CH3:42])=[O:40])=[O:19])[CH2:10][C:11]1[CH:12]=[CH:13][CH:14]=[CH:15][CH:16]=1)=[O:7])[CH2:4][CH:2]([CH3:3])[CH3:1])=[O:22])[CH2:24][CH2:25][S:26][CH3:27].[F:46][C:45]([C:43]([OH:49])=[O:44])([F:48])[F:47]. The catalyst class is: 2. (3) Reactant: [NH2:1][C:2]1[C:11]([F:12])=[CH:10][CH:9]=[CH:8][C:3]=1[C:4]([NH:6][CH3:7])=[O:5].[Br:13][C:14]1[C:15](Cl)=[N:16][C:17]([Cl:20])=[N:18][CH:19]=1.C(N(CC)C(C)C)(C)C. Product: [Br:13][C:14]1[C:15]([NH:1][C:2]2[C:11]([F:12])=[CH:10][CH:9]=[CH:8][C:3]=2[C:4]([NH:6][CH3:7])=[O:5])=[N:16][C:17]([Cl:20])=[N:18][CH:19]=1. The catalyst class is: 60. (4) Reactant: [CH3:1][O:2][C:3](=[O:9])[CH:4]([Cl:8])[C:5]([CH3:7])=[O:6].[H-].[Na+].[Li]CCCC.[Cl:17][C:18]1[CH:19]=[C:20]([CH2:26][CH2:27][C:28]([CH:30]2[CH2:34][CH2:33][CH2:32][CH2:31]2)=[O:29])[CH:21]=[CH:22][C:23]=1[O:24][CH3:25].BrC1C=CC(OC)=C(Cl)C=1.BrC1C=CC=CN=1. Product: [CH3:1][O:2][C:3](=[O:9])[CH:4]([Cl:8])[C:5](=[O:6])[CH2:7][C:28]([CH:30]1[CH2:34][CH2:33][CH2:32][CH2:31]1)([OH:29])[CH2:27][CH2:26][C:20]1[CH:21]=[CH:22][C:23]([O:24][CH3:25])=[C:18]([Cl:17])[CH:19]=1. The catalyst class is: 1. (5) Reactant: [OH:1][C:2]1[CH:7]=[C:6](O)[CH:5]=[CH:4][N:3]=1.[F:9][C:10]([F:20])([F:19])[C:11]1[CH:12]=[C:13]([NH:17]N)[CH:14]=[CH:15][CH:16]=1.C1(C)C=CC=CC=1. Product: [F:9][C:10]([F:19])([F:20])[C:11]1[CH:16]=[CH:15][C:14]2[C:7]3[C:2]([OH:1])=[N:3][CH:4]=[CH:5][C:6]=3[NH:17][C:13]=2[CH:12]=1. The catalyst class is: 400.